This data is from Full USPTO retrosynthesis dataset with 1.9M reactions from patents (1976-2016). The task is: Predict the reactants needed to synthesize the given product. Given the product [F:1][C:2]1[CH:11]=[CH:10][CH:9]=[C:8]2[C:3]=1[CH:4]=[CH:5][CH:6]=[C:7]2[CH2:12][C:13]([O:15][CH2:16][CH3:17])=[O:14], predict the reactants needed to synthesize it. The reactants are: [F:1][C:2]1[CH:11]=[CH:10][CH:9]=[C:8]2[C:3]=1[CH2:4][CH2:5][CH:6]=[C:7]2[CH2:12][C:13]([O:15][CH2:16][CH3:17])=[O:14].ClC1C(=O)C(C#N)=C(C#N)C(=O)C=1Cl.